From a dataset of Forward reaction prediction with 1.9M reactions from USPTO patents (1976-2016). Predict the product of the given reaction. (1) Given the reactants [CH:1]([N:4]1[C:8]([C:9]2[S:10][C:11]3[CH2:12][CH2:13][O:14][C:15]4[CH:22]=[C:21]([CH:23]([NH2:25])[CH3:24])[CH:20]=[CH:19][C:16]=4[C:17]=3[N:18]=2)=[N:7][C:6]([CH3:26])=[N:5]1)([CH3:3])[CH3:2].[O-:27][C:28]#[N:29].[K+], predict the reaction product. The product is: [CH:1]([N:4]1[C:8]([C:9]2[S:10][C:11]3[CH2:12][CH2:13][O:14][C:15]4[CH:22]=[C:21]([CH:23]([NH:25][C:28]([NH2:29])=[O:27])[CH3:24])[CH:20]=[CH:19][C:16]=4[C:17]=3[N:18]=2)=[N:7][C:6]([CH3:26])=[N:5]1)([CH3:3])[CH3:2]. (2) Given the reactants C(OC([N:8]1[CH2:13][CH2:12][C:11]2[C:14]3[CH:20]=[CH:19][C:18]([S:21]([C:24]4[CH:29]=[CH:28][CH:27]=[C:26]([O:30]CC5C=CC=CC=5)[CH:25]=4)(=[O:23])=[O:22])=[CH:17][C:15]=3[O:16][C:10]=2[CH2:9]1)=O)(C)(C)C, predict the reaction product. The product is: [CH2:9]1[C:10]2[O:16][C:15]3[CH:17]=[C:18]([S:21]([C:24]4[CH:25]=[C:26]([OH:30])[CH:27]=[CH:28][CH:29]=4)(=[O:22])=[O:23])[CH:19]=[CH:20][C:14]=3[C:11]=2[CH2:12][CH2:13][NH:8]1.